This data is from Catalyst prediction with 721,799 reactions and 888 catalyst types from USPTO. The task is: Predict which catalyst facilitates the given reaction. (1) Reactant: C1C=CC(P(N=[N+]=[N-])(C2C=CC=CC=2)=[O:8])=CC=1.[CH3:18][O:19][C:20]1[CH:21]=[C:22]([CH:26]=[C:27]([O:29][S:30]([CH3:33])(=[O:32])=[O:31])[CH:28]=1)C(O)=O.C([N:36]([CH2:39]C)CC)C.[CH3:41][C:42]([OH:45])([CH3:44])[CH3:43]. Product: [CH3:33][S:30]([O:29][C:27]1[CH:28]=[C:20]([O:19][CH3:18])[CH:21]=[C:22]([NH:36][C:39]([O:45][C:42]([CH3:44])([CH3:43])[CH3:41])=[O:8])[CH:26]=1)(=[O:31])=[O:32]. The catalyst class is: 93. (2) The catalyst class is: 155. Reactant: [CH3:1][O:2][C:3]1[CH:8]=[C:7]([O:9]COC)[CH:6]=[CH:5][C:4]=1[C:13]1[C:14]([CH2:26][O:27][C:28](=[O:36])[C:29]2[CH:34]=[CH:33][C:32]([CH3:35])=[CH:31][CH:30]=2)=[C:15]2[C:20](=[CH:21][CH:22]=1)[NH:19][C:18]([CH3:24])([CH3:23])[CH:17]=[C:16]2[CH3:25].Cl.O1CCOCC1. Product: [OH:9][C:7]1[CH:6]=[CH:5][C:4]([C:13]2[C:14]([CH2:26][O:27][C:28](=[O:36])[C:29]3[CH:30]=[CH:31][C:32]([CH3:35])=[CH:33][CH:34]=3)=[C:15]3[C:20](=[CH:21][CH:22]=2)[NH:19][C:18]([CH3:24])([CH3:23])[CH:17]=[C:16]3[CH3:25])=[C:3]([O:2][CH3:1])[CH:8]=1. (3) Reactant: ClC1C=C(C=CC=1)C(OO)=[O:6].[CH3:12][O:13][C:14]1[CH:19]=[CH:18][C:17]([C:20]2[C:28]3[C:23](=[CH:24][C:25]([C:29]4[CH:34]=[CH:33][CH:32]=[C:31]([N+:35]([O-:37])=[O:36])[CH:30]=4)=[CH:26][CH:27]=3)[N:22]([C:38]3[CH:43]=[CH:42][N:41]=[C:40]([S:44][CH3:45])[N:39]=3)[CH:21]=2)=[CH:16][CH:15]=1.C(=O)(O)[O-].[Na+]. Product: [CH3:12][O:13][C:14]1[CH:15]=[CH:16][C:17]([C:20]2[C:28]3[C:23](=[CH:24][C:25]([C:29]4[CH:34]=[CH:33][CH:32]=[C:31]([N+:35]([O-:37])=[O:36])[CH:30]=4)=[CH:26][CH:27]=3)[N:22]([C:38]3[CH:43]=[CH:42][N:41]=[C:40]([S:44]([CH3:45])=[O:6])[N:39]=3)[CH:21]=2)=[CH:18][CH:19]=1. The catalyst class is: 2. (4) Reactant: CCCC[N+](CCCC)(CCCC)CCCC.[F-].[C:19]([O:22][CH2:23][CH2:24][C:25]1[S:26][CH:27]=[C:28]([CH2:30][CH2:31][O:32][Si](C(C)(C)C)(C)C)[CH:29]=1)(=[O:21])[CH3:20]. Product: [C:19]([O:22][CH2:23][CH2:24][C:25]1[S:26][CH:27]=[C:28]([CH2:30][CH2:31][OH:32])[CH:29]=1)(=[O:21])[CH3:20]. The catalyst class is: 1. (5) The catalyst class is: 74. Reactant: [CH:1]1N=C[N:3]([C:6]([N:8]2C=N[CH:10]=[CH:9]2)=[O:7])[CH:2]=1.CC1[CH:21]=[CH:20][C:17]([CH2:18]N)=[CH:16][CH:15]=1.NC1[CH:31]=[CH:30][C:26]([C:27]([OH:29])=[O:28])=[CH:25][CH:24]=1. Product: [CH3:18][C:17]1[CH:16]=[CH:15][C:10]([CH2:9][NH:8][C:6](=[O:7])[NH:3][CH2:2][C:1]2[CH:31]=[CH:30][C:26]([C:27]([OH:29])=[O:28])=[CH:25][CH:24]=2)=[CH:21][CH:20]=1. (6) Reactant: [C:1]([O:5][C:6]([N:8]1[CH2:12][CH2:11][CH2:10][C@H:9]1[C:13]([OH:15])=[O:14])=[O:7])([CH3:4])([CH3:3])[CH3:2].[OH:16][CH2:17][CH2:18][N:19]1[C:24](=[O:25])[CH2:23][CH2:22][CH:21]([N:26]2[C:34](=[O:35])[C:33]3[C:28](=[CH:29][CH:30]=[CH:31][CH:32]=3)[C:27]2=[O:36])[C:20]1=[O:37].C1CCC(N=C=NC2CCCCC2)CC1. Product: [C:1]([O:5][C:6]([N:8]1[CH2:12][CH2:11][CH2:10][C@H:9]1[C:13]([OH:15])=[O:14])=[O:7])([CH3:4])([CH3:2])[CH3:3].[OH:16][CH2:17][CH2:18][N:19]1[C:24](=[O:25])[CH2:23][CH2:22][CH:21]([N:26]2[C:27](=[O:36])[C:28]3[C:33](=[CH:32][CH:31]=[CH:30][CH:29]=3)[C:34]2=[O:35])[C:20]1=[O:37]. The catalyst class is: 64. (7) The catalyst class is: 26. Reactant: C[O:2][C:3]1[CH:8]=[CH:7][N:6]=[CH:5][C:4]=1[C:9]1[NH:10][C:11]2[C:16]([CH:17]=1)=[CH:15][C:14]([C:18]#[N:19])=[CH:13][CH:12]=2.B(Br)(Br)[Br:21].C(Cl)Cl.C([O-])(O)=O.[Na+]. Product: [Br:21][C:17]1[C:16]2[C:11](=[CH:12][CH:13]=[C:14]([C:18]#[N:19])[CH:15]=2)[NH:10][C:9]=1[C:4]1[CH:5]=[N:6][CH:7]=[CH:8][C:3]=1[OH:2]. (8) Reactant: [Zn](CC)[CH2:2]C.[CH2:6]([O:13][C:14]([CH:16]1[CH2:21][CH2:20][C:19](=[CH2:22])[CH2:18][CH2:17]1)=[O:15])[C:7]1[CH:12]=[CH:11][CH:10]=[CH:9][CH:8]=1.C(I)I. Product: [CH2:6]([O:13][C:14]([CH:16]1[CH2:21][CH2:20][C:19]2([CH2:2][CH2:22]2)[CH2:18][CH2:17]1)=[O:15])[C:7]1[CH:12]=[CH:11][CH:10]=[CH:9][CH:8]=1. The catalyst class is: 11. (9) Reactant: [O:1]1[CH:5]=[CH:4][CH:3]=[C:2]1B(O)O.C(=O)([O-])[O-].[Na+].[Na+].Br[C:16]1[CH:17]=[C:18]2[C:22](=[CH:23][CH:24]=1)[N:21]([CH3:25])[C:20]([C:26]1[CH:31]=[CH:30][C:29]([Cl:32])=[CH:28][CH:27]=1)=[C:19]2[CH2:33][CH2:34][C:35]([N:37]1[CH2:42][CH2:41][C:40]([CH2:44][C:45]2[CH:50]=[CH:49][CH:48]=[CH:47][CH:46]=2)([OH:43])[CH2:39][CH2:38]1)=[O:36]. Product: [Cl:32][C:29]1[CH:30]=[CH:31][C:26]([C:20]2[N:21]([CH3:25])[C:22]3[C:18]([C:19]=2[CH2:33][CH2:34][C:35]([N:37]2[CH2:38][CH2:39][C:40]([CH2:44][C:45]4[CH:46]=[CH:47][CH:48]=[CH:49][CH:50]=4)([OH:43])[CH2:41][CH2:42]2)=[O:36])=[CH:17][C:16]([C:2]2[O:1][CH:5]=[CH:4][CH:3]=2)=[CH:24][CH:23]=3)=[CH:27][CH:28]=1. The catalyst class is: 57.